From a dataset of Forward reaction prediction with 1.9M reactions from USPTO patents (1976-2016). Predict the product of the given reaction. (1) Given the reactants [C:1](=O)([O-])[O-].[Cs+].[Cs+].[CH:7]([C:10]1[CH:15]=[CH:14][C:13]([OH:16])=[C:12]([O:17][C:18]2[CH:23]=[CH:22][CH:21]=[CH:20][CH:19]=2)[CH:11]=1)([CH3:9])[CH3:8].[CH3:24][O:25][C:26](=[O:45])[CH2:27][CH2:28][C:29]1[CH:34]=[CH:33][C:32]([O:35][CH2:36][CH2:37][C@@H:38]([O:40]S(C)(=O)=O)[CH3:39])=[CH:31][CH:30]=1.[CH3:46]OC(=O)CC, predict the reaction product. The product is: [CH3:24][O:25][C:26](=[O:45])[CH2:27][CH2:28][C:29]1[CH:34]=[CH:33][C:32]([O:35][CH2:36][CH2:37][C@@H:38]([O:16][C:13]2[CH:14]=[CH:15][C:10]([CH:7]([CH3:9])[CH3:8])=[CH:11][C:12]=2[O:17][C:18]2[CH:23]=[CH:22][CH:21]=[CH:20][CH:19]=2)[CH3:39])=[CH:31][C:30]=1[CH3:1].[CH:7]([C:10]1[CH:15]=[CH:14][C:13]([O:40][C@@H:38]([CH3:39])[CH2:37][CH2:36][O:35][C:32]2[CH:33]=[CH:34][C:29]([CH2:28][CH2:27][C:26]([OH:25])=[O:45])=[C:30]([CH3:46])[CH:31]=2)=[C:12]([O:17][C:18]2[CH:23]=[CH:22][CH:21]=[CH:20][CH:19]=2)[CH:11]=1)([CH3:9])[CH3:8]. (2) Given the reactants [NH2:1][C@@H:2]([CH2:27][C:28]1[CH:33]=[CH:32][CH:31]=[CH:30][CH:29]=1)[CH2:3][C@H:4]([OH:26])[C@@H:5]([NH:13][C:14]([C@@H:16]([NH:21][C:22](=[O:25])[O:23][CH3:24])[C:17]([CH3:20])([CH3:19])[CH3:18])=[O:15])[CH2:6][C:7]1[CH:12]=[CH:11][CH:10]=[CH:9][CH:8]=1.[CH3:34][C@@H:35]([CH2:54][CH3:55])[C@H:36]([N:40]1[CH2:44][CH2:43][N:42]([CH2:45][C:46]2[CH:51]=[CH:50][CH:49]=[C:48]([CH3:52])[N:47]=2)[C:41]1=[O:53])[C:37](O)=[O:38].CCOP(ON1N=NC2C=CC=CC=2C1=O)(OCC)=O.C(N(CC)C(C)C)(C)C, predict the reaction product. The product is: [CH2:6]([C@H:5]([NH:13][C:14]([C@@H:16]([NH:21][C:22](=[O:25])[O:23][CH3:24])[C:17]([CH3:19])([CH3:20])[CH3:18])=[O:15])[C@@H:4]([OH:26])[CH2:3][C@@H:2]([NH:1][C:37](=[O:38])[C@@H:36]([N:40]1[CH2:44][CH2:43][N:42]([CH2:45][C:46]2[CH:51]=[CH:50][CH:49]=[C:48]([CH3:52])[N:47]=2)[C:41]1=[O:53])[CH:35]([CH3:34])[CH2:54][CH3:55])[CH2:27][C:28]1[CH:29]=[CH:30][CH:31]=[CH:32][CH:33]=1)[C:7]1[CH:12]=[CH:11][CH:10]=[CH:9][CH:8]=1. (3) Given the reactants [OH:1][C:2]1[CH:7]=[C:6]([C:8]([O:10]C)=[O:9])[CH:5]=[CH:4][C:3]=1[C:12]1[CH:17]=[CH:16][CH:15]=[CH:14][C:13]=1[CH3:18].[OH-].[Li+], predict the reaction product. The product is: [OH:1][C:2]1[CH:7]=[C:6]([C:8]([OH:10])=[O:9])[CH:5]=[CH:4][C:3]=1[C:12]1[CH:17]=[CH:16][CH:15]=[CH:14][C:13]=1[CH3:18]. (4) Given the reactants [CH:1]1[C:10]2[C:5](=[CH:6][CH:7]=[CH:8][CH:9]=2)[CH:4]=[CH:3][C:2]=1[S:11](Cl)(=[O:13])=[O:12].[CH2:15]([O:17][C:18]([CH:20]1[NH:25][CH2:24][CH2:23][N:22]([C:26]([CH:28]2[CH2:33][CH2:32][N:31]([C:34]3[CH:39]=[CH:38][N:37]=[CH:36][CH:35]=3)[CH2:30][CH2:29]2)=[O:27])[CH2:21]1)=[O:19])[CH3:16], predict the reaction product. The product is: [CH2:15]([O:17][C:18]([CH:20]1[CH2:21][N:22]([C:26]([CH:28]2[CH2:33][CH2:32][N:31]([C:34]3[CH:35]=[CH:36][N:37]=[CH:38][CH:39]=3)[CH2:30][CH2:29]2)=[O:27])[CH2:23][CH2:24][N:25]1[S:11]([C:2]1[CH:3]=[CH:4][C:5]2[C:10](=[CH:9][CH:8]=[CH:7][CH:6]=2)[CH:1]=1)(=[O:13])=[O:12])=[O:19])[CH3:16]. (5) Given the reactants [Cl:1][C:2]1[NH:7][C:6]2=[N:8][CH:9]=[CH:10][C:5]2=[C:4](Cl)[N:3]=1.[CH3:12][NH2:13], predict the reaction product. The product is: [Cl:1][C:2]1[NH:7][C:6]2=[N:8][CH:9]=[CH:10][C:5]2=[C:4]([NH:13][CH3:12])[N:3]=1. (6) Given the reactants [CH3:1][O:2][CH2:3][CH2:4][CH2:5][CH2:6][C:7]1[N:11]([C:12]2[CH:17]=[CH:16][CH:15]=[CH:14][C:13]=2[CH3:18])[N:10]=[N:9][C:8]=1[C:19]([N:21]([CH2:43][CH:44]([CH3:46])[CH3:45])[C@H:22]1[CH2:27][C@@H:26]([C:28]([N:30]2[CH2:35][CH2:34][O:33][CH2:32][CH2:31]2)=[O:29])[CH2:25][N:24](C(OC(C)(C)C)=O)[CH2:23]1)=[O:20].C(OCC)(=O)C.[ClH:53], predict the reaction product. The product is: [ClH:53].[CH3:1][O:2][CH2:3][CH2:4][CH2:5][CH2:6][C:7]1[N:11]([C:12]2[CH:17]=[CH:16][CH:15]=[CH:14][C:13]=2[CH3:18])[N:10]=[N:9][C:8]=1[C:19]([N:21]([CH2:43][CH:44]([CH3:46])[CH3:45])[C@H:22]1[CH2:27][C@@H:26]([C:28]([N:30]2[CH2:35][CH2:34][O:33][CH2:32][CH2:31]2)=[O:29])[CH2:25][NH:24][CH2:23]1)=[O:20]. (7) Given the reactants [NH2:1][C:2]1[C:10]([N+:11]([O-])=O)=[CH:9][CH:8]=[CH:7][C:3]=1[C:4]([OH:6])=[O:5].[H][H], predict the reaction product. The product is: [NH2:1][C:2]1[C:10]([NH2:11])=[CH:9][CH:8]=[CH:7][C:3]=1[C:4]([OH:6])=[O:5]. (8) Given the reactants [C:1]1([CH:7]([C:13]2[CH:18]=[CH:17][C:16]([N+:19]([O-])=O)=[C:15]([F:22])[CH:14]=2)[C:8]([O:10][CH2:11][CH3:12])=[O:9])[CH:6]=[CH:5][CH:4]=[CH:3][CH:2]=1, predict the reaction product. The product is: [NH2:19][C:16]1[CH:17]=[CH:18][C:13]([CH:7]([C:1]2[CH:2]=[CH:3][CH:4]=[CH:5][CH:6]=2)[C:8]([O:10][CH2:11][CH3:12])=[O:9])=[CH:14][C:15]=1[F:22]. (9) Given the reactants Cl[C:2]1[CH:3]=[C:4]2[N:11]([CH3:12])[CH2:10][CH2:9][N:5]2[C:6](=[O:8])[N:7]=1.[H-].[Na+].[C:15]([C:17]1[CH:31]=[C:30]([CH2:32][OH:33])[CH:29]=[CH:28][C:18]=1[O:19][C:20]1[CH:21]=[CH:22][C:23]([C:26]#[N:27])=[N:24][CH:25]=1)#[N:16], predict the reaction product. The product is: [C:15]([C:17]1[CH:31]=[C:30]([CH2:32][O:33][C:2]2[CH:3]=[C:4]3[N:11]([CH3:12])[CH2:10][CH2:9][N:5]3[C:6](=[O:8])[N:7]=2)[CH:29]=[CH:28][C:18]=1[O:19][C:20]1[CH:21]=[CH:22][C:23]([C:26]#[N:27])=[N:24][CH:25]=1)#[N:16].